From a dataset of Forward reaction prediction with 1.9M reactions from USPTO patents (1976-2016). Predict the product of the given reaction. Given the reactants [N+:1]([C:4]1[CH:9]=[CH:8][C:7]([OH:10])=[CH:6][CH:5]=1)([O-:3])=[O:2].Cl[C:12]([O:14][CH2:15][CH3:16])=[O:13].N1C=CC=CC=1.C(OCC)(=O)C, predict the reaction product. The product is: [C:12](=[O:13])([O:10][C:7]1[CH:8]=[CH:9][C:4]([N+:1]([O-:3])=[O:2])=[CH:5][CH:6]=1)[O:14][CH2:15][CH3:16].